Dataset: Forward reaction prediction with 1.9M reactions from USPTO patents (1976-2016). Task: Predict the product of the given reaction. (1) Given the reactants [F-].[CH2:2]([N+](CCCC)(CCCC)CCCC)CCC.C([Si](C1C=CC=CC=1)(C1C=CC=CC=1)[O:24][C@H:25]1[CH2:29][N:28]([C:30]([O:32][CH2:33][C:34]2[CH:39]=[CH:38][CH:37]=[CH:36][CH:35]=2)=[O:31])[C@@H:27]([C:40](=[O:45])[N:41](OC)C)[CH2:26]1)(C)(C)C.[O:58]1CCC[CH2:59]1, predict the reaction product. The product is: [OH:24][C@H:25]1[CH2:29][N:28]([C:30]([O:32][CH2:33][C:34]2[CH:35]=[CH:36][CH:37]=[CH:38][CH:39]=2)=[O:31])[C@@:27]([C:40](=[O:45])[NH2:41])([O:58][CH3:59])[CH:26]1[CH3:2]. (2) Given the reactants [NH2:1][C:2]1[C:12](Br)=[C:11]([CH:14]=[O:15])[C:10]([C:16]([F:19])([F:18])[F:17])=[CH:9][C:3]=1[C:4]([O:6][CH2:7][CH3:8])=[O:5].[CH2:20](OC(=O)C1C=C(C(F)(F)F)C(C=C)=CC=1N)[CH3:21], predict the reaction product. The product is: [NH2:1][C:2]1[C:12]([CH:20]=[CH2:21])=[C:11]([CH:14]=[O:15])[C:10]([C:16]([F:19])([F:18])[F:17])=[CH:9][C:3]=1[C:4]([O:6][CH2:7][CH3:8])=[O:5]. (3) Given the reactants CC1(C)C(C)(C)OB([C:9]2[CH:10]=[C:11]3[CH:17]=[CH:16][NH:15][C:12]3=[N:13][CH:14]=2)O1.BrC1C=C2C=CNC2=NC=1.[F:29][CH:30]([F:49])[CH2:31][N:32]1[CH:36]=[C:35]([C:37]2[CH:42]=[CH:41][N:40]=[C:39]([NH:43][CH2:44][CH2:45][C:46]#[N:47])[N:38]=2)[C:34](I)=[N:33]1.[F-].[Cs+].ClCCl, predict the reaction product. The product is: [F:49][CH:30]([F:29])[CH2:31][N:32]1[CH:36]=[C:35]([C:37]2[CH:42]=[CH:41][N:40]=[C:39]([NH:43][CH2:44][CH2:45][C:46]#[N:47])[N:38]=2)[C:34]([C:9]2[CH:10]=[C:11]3[CH:17]=[CH:16][NH:15][C:12]3=[N:13][CH:14]=2)=[N:33]1.